This data is from Full USPTO retrosynthesis dataset with 1.9M reactions from patents (1976-2016). The task is: Predict the reactants needed to synthesize the given product. Given the product [CH3:34][O:33][C:10]1[CH:11]=[C:12]2[C:17](=[CH:18][C:9]=1[OH:8])[N:16]=[CH:15][CH:14]=[C:13]2[C:19]1[C:23]([C:24]2[CH:29]=[CH:28][CH:27]=[CH:26][N:25]=2)=[N:22][N:21]2[CH2:30][CH2:31][CH2:32][C:20]=12, predict the reactants needed to synthesize it. The reactants are: C([O:8][C:9]1[CH:18]=[C:17]2[C:12]([C:13]([C:19]3[C:23]([C:24]4[CH:29]=[CH:28][CH:27]=[CH:26][N:25]=4)=[N:22][N:21]4[CH2:30][CH2:31][CH2:32][C:20]=34)=[CH:14][CH:15]=[N:16]2)=[CH:11][C:10]=1[O:33][CH3:34])C1C=CC=CC=1.C1CC=CCC=1.CO.